This data is from Reaction yield outcomes from USPTO patents with 853,638 reactions. The task is: Predict the reaction yield, written as a fraction of the theoretical maximum amount of product (1.0 means a 100% yield; for example, 0.34 means a 34% yield). (1) The reactants are C[O:2][C:3]1[CH:4]=[C:5]([CH2:9][C:10]#[N:11])[CH:6]=[CH:7][CH:8]=1.B(Br)(Br)Br.O. The catalyst is C(Cl)Cl. The product is [OH:2][C:3]1[CH:4]=[C:5]([CH2:9][C:10]#[N:11])[CH:6]=[CH:7][CH:8]=1. The yield is 0.550. (2) The reactants are [Br:1][C:2]1[N:6]([S:7]([C:10]2[CH:15]=[CH:14][CH:13]=[CH:12][CH:11]=2)(=[O:9])=[O:8])[CH:5]=[C:4]([CH2:16][OH:17])[C:3]=1[CH2:18][CH3:19].C[N+]1([O-])CCOCC1. The catalyst is [Ru]([O-])(=O)(=O)=O.C([N+](CCC)(CCC)CCC)CC. The product is [Br:1][C:2]1[N:6]([S:7]([C:10]2[CH:15]=[CH:14][CH:13]=[CH:12][CH:11]=2)(=[O:9])=[O:8])[CH:5]=[C:4]([CH:16]=[O:17])[C:3]=1[CH2:18][CH3:19]. The yield is 0.490. (3) The reactants are [C:1]([Mg]Br)#[CH:2].[CH3:5][C:6]1[O:10][N:9]=[C:8]([C:11](=[O:13])[CH3:12])[CH:7]=1. The catalyst is O1CCCC1. The product is [CH3:5][C:6]1[O:10][N:9]=[C:8]([C:11]([OH:13])([C:1]#[CH:2])[CH3:12])[CH:7]=1. The yield is 0.750. (4) The reactants are [C:1]1([C:7]2[C:16]3[C:11](=[CH:12][CH:13]=[CH:14][CH:15]=3)[C:10](=[O:17])[O:9][C:8]=2[CH2:18][CH2:19][CH3:20])[CH:6]=[CH:5][CH:4]=[CH:3][CH:2]=1.[Br:21]N1C(=O)CCC1=O.C(OOC(=O)C1C=CC=CC=1)(=O)C1C=CC=CC=1. The catalyst is C(Cl)(Cl)(Cl)Cl. The product is [Br:21][CH:18]([C:8]1[O:9][C:10](=[O:17])[C:11]2[C:16]([C:7]=1[C:1]1[CH:2]=[CH:3][CH:4]=[CH:5][CH:6]=1)=[CH:15][CH:14]=[CH:13][CH:12]=2)[CH2:19][CH3:20]. The yield is 0.727. (5) The reactants are [Br:1][C:2]1[CH:7]=[CH:6][N:5]=[C:4]([C:8]([O:10]C)=O)[CH:3]=1.Cl.[CH:13]([C:16]1[CH:21]=[CH:20][C:19]([NH2:22])=[CH:18][C:17]=1[CH3:23])([CH3:15])[CH3:14].CN(C(ON1N=NC2C=CC=NC1=2)=[N+](C)C)C.F[P-](F)(F)(F)(F)F.CCN(C(C)C)C(C)C. The catalyst is C(Cl)Cl.CN(C=O)C. The product is [Br:1][C:2]1[CH:7]=[CH:6][N:5]=[C:4]([C:8]([NH:22][C:19]2[CH:20]=[CH:21][C:16]([CH:13]([CH3:14])[CH3:15])=[C:17]([CH3:23])[CH:18]=2)=[O:10])[CH:3]=1. The yield is 0.800.